This data is from Catalyst prediction with 721,799 reactions and 888 catalyst types from USPTO. The task is: Predict which catalyst facilitates the given reaction. (1) Reactant: [C:1]1([CH2:7][O:8][C:9]([NH:11][C@H:12]([C:17]([NH:19][C:20]2[CH:21]=[CH:22][C:23]3[CH2:29][N:28]([C:30]([O:32][C:33]([CH3:36])([CH3:35])[CH3:34])=[O:31])[CH2:27][CH2:26][CH2:25][C:24]=3[CH:37]=2)=[O:18])[CH2:13][CH2:14][S:15][CH3:16])=[O:10])[CH:6]=[CH:5][CH:4]=[CH:3][CH:2]=1.[I:38][CH3:39]. Product: [I-:38].[CH3:35][C:33]([O:32][C:30]([N:28]1[CH2:27][CH2:26][CH2:25][C:24]2[CH:37]=[C:20]([NH:19][C:17](=[O:18])[C@@H:12]([NH:11][C:9]([O:8][CH2:7][C:1]3[CH:2]=[CH:3][CH:4]=[CH:5][CH:6]=3)=[O:10])[CH2:13][CH2:14][S+:15]([CH3:39])[CH3:16])[CH:21]=[CH:22][C:23]=2[CH2:29]1)=[O:31])([CH3:34])[CH3:36]. The catalyst class is: 23. (2) Reactant: [CH2:1]([O:8][C:9]1[CH:14]=[CH:13][C:12]([Cl:15])=[CH:11][C:10]=1[CH2:16][C:17]([CH3:19])=[O:18])[C:2]1[CH:7]=[CH:6][CH:5]=[CH:4][CH:3]=1.CO[CH:22](OC)[N:23]([CH3:25])[CH3:24]. Product: [CH2:1]([O:8][C:9]1[CH:14]=[CH:13][C:12]([Cl:15])=[CH:11][C:10]=1/[C:16](=[CH:22]/[N:23]([CH3:25])[CH3:24])/[C:17](=[O:18])[CH3:19])[C:2]1[CH:3]=[CH:4][CH:5]=[CH:6][CH:7]=1. The catalyst class is: 11.